This data is from Catalyst prediction with 721,799 reactions and 888 catalyst types from USPTO. The task is: Predict which catalyst facilitates the given reaction. (1) Reactant: [CH2:1]([C:8]1[N:9]=[N:10][N:11]([CH:13]2[CH2:32][N:17]3[C:18]4[C:23]([C:24]([CH2:25][C:26]([O:28]CCC)=[O:27])=[C:16]3[CH2:15][CH2:14]2)=[CH:22][CH:21]=[CH:20][CH:19]=4)[CH:12]=1)[C:2]1[CH:7]=[CH:6][CH:5]=[CH:4][CH:3]=1.[OH-].[K+]. Product: [CH2:1]([C:8]1[N:9]=[N:10][N:11]([CH:13]2[CH2:32][N:17]3[C:18]4[C:23]([C:24]([CH2:25][C:26]([OH:28])=[O:27])=[C:16]3[CH2:15][CH2:14]2)=[CH:22][CH:21]=[CH:20][CH:19]=4)[CH:12]=1)[C:2]1[CH:3]=[CH:4][CH:5]=[CH:6][CH:7]=1. The catalyst class is: 36. (2) Reactant: Br[C:2]1[CH:21]=[CH:20][C:5]([C:6]([NH:8][C:9]2[S:10][C:11]3[CH:17]=[C:16]([O:18][CH3:19])[CH:15]=[CH:14][C:12]=3[N:13]=2)=[O:7])=[CH:4][CH:3]=1.[N:22]1[CH:27]=[CH:26][C:25]([CH:28]=[O:29])=[CH:24][CH:23]=1. Product: [OH:29][CH:28]([C:25]1[CH:26]=[CH:27][N:22]=[CH:23][CH:24]=1)[C:2]1[CH:21]=[CH:20][C:5]([C:6]([NH:8][C:9]2[S:10][C:11]3[CH:17]=[C:16]([O:18][CH3:19])[CH:15]=[CH:14][C:12]=3[N:13]=2)=[O:7])=[CH:4][CH:3]=1. The catalyst class is: 100. (3) Reactant: [NH2:1][CH2:2][CH2:3][CH2:4][CH2:5][C@H:6]([NH:14][C:15](=[O:30])[NH:16][C@H:17]([C:23]([O:25][C:26]([CH3:29])([CH3:28])[CH3:27])=[O:24])[CH2:18][CH2:19][C:20]([OH:22])=[O:21])[C:7]([O:9][C:10]([CH3:13])([CH3:12])[CH3:11])=[O:8].[CH3:31][C:32]([OH:34])=[O:33].[CH:35]([C:37]1[N:38]([CH2:42][C:43]([O:45][C:46]([CH3:49])([CH3:48])[CH3:47])=[O:44])[CH:39]=[CH:40][N:41]=1)=O.[BH-](O[C:60]([CH3:62])=O)(OC(C)=O)OC(C)=O.[Na+]. Product: [C:46]([O:33][C:32](=[O:34])[CH2:31][N:38]1[CH:39]=[CH:40][N:41]=[C:60]1[CH2:62][N:1]([CH2:35][C:37]1[N:38]([CH2:42][C:43](=[O:44])[O:45][C:46]([CH3:49])([CH3:48])[CH3:47])[CH:39]=[CH:40][N:41]=1)[CH2:2][CH2:3][CH2:4][CH2:5][C@H:6]([NH:14][C:15](=[O:30])[NH:16][C@H:17]([C:23]([O:25][C:26]([CH3:29])([CH3:28])[CH3:27])=[O:24])[CH2:18][CH2:19][C:20]([OH:22])=[O:21])[C:7]([O:9][C:10]([CH3:13])([CH3:12])[CH3:11])=[O:8])([CH3:49])([CH3:48])[CH3:47]. The catalyst class is: 26.